From a dataset of Full USPTO retrosynthesis dataset with 1.9M reactions from patents (1976-2016). Predict the reactants needed to synthesize the given product. Given the product [Br:2][C:3]1[CH:4]=[C:5]([C:14]2[N:54]([C:51]3[CH:52]=[N:53][C:48]([F:47])=[CH:49][CH:50]=3)[N:55]=[C:16]([C:17]([OH:19])=[O:18])[CH:15]=2)[CH:6]=[C:7]([O:9][C:10]([F:11])([F:12])[F:13])[CH:8]=1, predict the reactants needed to synthesize it. The reactants are: [Li].[Br:2][C:3]1[CH:4]=[C:5]([C:14]([O-])=[CH:15][C:16](=O)[C:17]([O:19]CC)=[O:18])[CH:6]=[C:7]([O:9][C:10]([F:13])([F:12])[F:11])[CH:8]=1.ClC1C=C(C2N(C3C=CC=CN=3)N=C(C(O)=O)C=2)C=C(F)C=1.Cl.[F:47][C:48]1[N:53]=[CH:52][C:51]([NH:54][NH2:55])=[CH:50][CH:49]=1.